Dataset: Tyrosyl-DNA phosphodiesterase HTS with 341,365 compounds. Task: Binary Classification. Given a drug SMILES string, predict its activity (active/inactive) in a high-throughput screening assay against a specified biological target. (1) The molecule is FC(F)(F)c1c(NC(=O)N2C(c3c(CC2)cc(OCC)c(OCC)c3)CC(O)=O)cccc1. The result is 0 (inactive). (2) The drug is O(c1ncnc2n(CC(=O)NCc3[nH]c4c(n3)cccc4)cnc12)Cc1ccccc1. The result is 0 (inactive). (3) The drug is O=c1n(Cc2ccc(cc2)C)cccc1C(=O)Nc1c(ccc([N+]([O-])=O)c1)C. The result is 0 (inactive).